From a dataset of NCI-60 drug combinations with 297,098 pairs across 59 cell lines. Regression. Given two drug SMILES strings and cell line genomic features, predict the synergy score measuring deviation from expected non-interaction effect. (1) Drug 1: CN(C)N=NC1=C(NC=N1)C(=O)N. Drug 2: CN1C(=O)N2C=NC(=C2N=N1)C(=O)N. Cell line: OVCAR-4. Synergy scores: CSS=-1.19, Synergy_ZIP=2.14, Synergy_Bliss=2.03, Synergy_Loewe=-1.99, Synergy_HSA=-1.76. (2) Drug 1: C1=CC(=C2C(=C1NCCNCCO)C(=O)C3=C(C=CC(=C3C2=O)O)O)NCCNCCO. Drug 2: CC(C)NC(=O)C1=CC=C(C=C1)CNNC.Cl. Cell line: NCI-H322M. Synergy scores: CSS=30.6, Synergy_ZIP=0.726, Synergy_Bliss=6.24, Synergy_Loewe=-46.6, Synergy_HSA=4.79. (3) Drug 1: CCC1(CC2CC(C3=C(CCN(C2)C1)C4=CC=CC=C4N3)(C5=C(C=C6C(=C5)C78CCN9C7C(C=CC9)(C(C(C8N6C)(C(=O)OC)O)OC(=O)C)CC)OC)C(=O)OC)O.OS(=O)(=O)O. Drug 2: CC1CCCC2(C(O2)CC(NC(=O)CC(C(C(=O)C(C1O)C)(C)C)O)C(=CC3=CSC(=N3)C)C)C. Cell line: DU-145. Synergy scores: CSS=36.7, Synergy_ZIP=2.99, Synergy_Bliss=-0.673, Synergy_Loewe=-12.3, Synergy_HSA=-1.75. (4) Drug 1: C1=CC(=CC=C1C#N)C(C2=CC=C(C=C2)C#N)N3C=NC=N3. Drug 2: CC(C)(C#N)C1=CC(=CC(=C1)CN2C=NC=N2)C(C)(C)C#N. Cell line: TK-10. Synergy scores: CSS=-1.83, Synergy_ZIP=6.16, Synergy_Bliss=9.22, Synergy_Loewe=1.06, Synergy_HSA=2.02. (5) Drug 1: CS(=O)(=O)C1=CC(=C(C=C1)C(=O)NC2=CC(=C(C=C2)Cl)C3=CC=CC=N3)Cl. Drug 2: CC=C1C(=O)NC(C(=O)OC2CC(=O)NC(C(=O)NC(CSSCCC=C2)C(=O)N1)C(C)C)C(C)C. Cell line: SN12C. Synergy scores: CSS=44.2, Synergy_ZIP=2.82, Synergy_Bliss=4.66, Synergy_Loewe=-41.1, Synergy_HSA=3.19. (6) Drug 1: CN(CC1=CN=C2C(=N1)C(=NC(=N2)N)N)C3=CC=C(C=C3)C(=O)NC(CCC(=O)O)C(=O)O. Drug 2: CCCCCOC(=O)NC1=NC(=O)N(C=C1F)C2C(C(C(O2)C)O)O. Cell line: UACC62. Synergy scores: CSS=0.644, Synergy_ZIP=-0.156, Synergy_Bliss=0.247, Synergy_Loewe=-0.352, Synergy_HSA=-0.249. (7) Drug 1: CC(CN1CC(=O)NC(=O)C1)N2CC(=O)NC(=O)C2. Drug 2: CC1OCC2C(O1)C(C(C(O2)OC3C4COC(=O)C4C(C5=CC6=C(C=C35)OCO6)C7=CC(=C(C(=C7)OC)O)OC)O)O. Cell line: IGROV1. Synergy scores: CSS=41.1, Synergy_ZIP=1.98, Synergy_Bliss=5.64, Synergy_Loewe=9.91, Synergy_HSA=11.2.